Dataset: Full USPTO retrosynthesis dataset with 1.9M reactions from patents (1976-2016). Task: Predict the reactants needed to synthesize the given product. (1) Given the product [CH2:1]([O:3][C:4]([C:6]1[CH:7]=[N:8][N:9]([C:11]2[NH:15][C:14]3[CH:22]=[C:23]([S:27]([CH:30]([CH3:31])[CH3:32])(=[O:29])=[O:28])[C:24]([Cl:26])=[CH:25][C:13]=3[N:12]=2)[CH:10]=1)=[O:5])[CH3:2], predict the reactants needed to synthesize it. The reactants are: [CH2:1]([O:3][C:4]([C:6]1[CH:7]=[N:8][N:9]([C:11]2[N:15](COCCOC)[C:14]3[CH:22]=[C:23]([S:27]([CH:30]([CH3:32])[CH3:31])(=[O:29])=[O:28])[C:24]([Cl:26])=[CH:25][C:13]=3[N:12]=2)[CH:10]=1)=[O:5])[CH3:2].Cl.C(OCC)C. (2) Given the product [C:1]([O:5][C:6]([NH:8][CH2:9][C:10]1[CH:15]=[CH:14][C:13]([C:16](=[O:22])[CH2:17][C:18]([CH3:21])([CH3:20])[CH3:19])=[C:12]([F:23])[CH:11]=1)=[O:7])([CH3:4])([CH3:2])[CH3:3], predict the reactants needed to synthesize it. The reactants are: [C:1]([O:5][C:6]([NH:8][CH2:9][C:10]1[CH:15]=[CH:14][C:13]([CH:16]([OH:22])[CH2:17][C:18]([CH3:21])([CH3:20])[CH3:19])=[C:12]([F:23])[CH:11]=1)=[O:7])([CH3:4])([CH3:3])[CH3:2]. (3) Given the product [CH3:1][O:2][C:3](=[O:23])[CH2:4][C:5]1[CH:6]=[C:7]([C:33]2[CH:34]=[CH:35][C:36]([C:38]([F:41])([F:39])[F:40])=[CH:37][C:32]=2[CH2:31][N:26]([CH2:24][CH3:25])[C:27]([NH:29][CH3:30])=[O:28])[CH:8]=[C:9]([C:11]([F:12])([F:13])[F:14])[CH:10]=1, predict the reactants needed to synthesize it. The reactants are: [CH3:1][O:2][C:3](=[O:23])[CH2:4][C:5]1[CH:10]=[C:9]([C:11]([F:14])([F:13])[F:12])[CH:8]=[C:7](OS(C(F)(F)F)(=O)=O)[CH:6]=1.[CH2:24]([N:26]([CH2:31][C:32]1[CH:37]=[C:36]([C:38]([F:41])([F:40])[F:39])[CH:35]=[CH:34][C:33]=1B1OC(C)(C)C(C)(C)O1)[C:27]([NH:29][CH3:30])=[O:28])[CH3:25].C(=O)([O-])[O-].[K+].[K+]. (4) Given the product [CH:32]1([N:5]2[CH2:6][C@@H:1]3[CH2:7][C@H:4]2[CH2:3][N:2]3[C:8]2[N:13]3[CH:14]=[CH:15][N:16]=[C:12]3[CH:11]=[C:10]([C:17]3[CH:22]=[CH:21][N:20]=[C:19]([NH:23][C@H:24]([C:26]4[CH:27]=[CH:28][CH:29]=[CH:30][CH:31]=4)[CH3:25])[CH:18]=3)[N:9]=2)[CH2:36][CH2:35][CH2:34][CH2:33]1, predict the reactants needed to synthesize it. The reactants are: [CH:1]12[CH2:7][CH:4]([NH:5][CH2:6]1)[CH2:3][N:2]2[C:8]1[N:13]2[CH:14]=[CH:15][N:16]=[C:12]2[CH:11]=[C:10]([C:17]2[CH:22]=[CH:21][N:20]=[C:19]([NH:23][CH:24]([C:26]3[CH:31]=[CH:30][CH:29]=[CH:28][CH:27]=3)[CH3:25])[CH:18]=2)[N:9]=1.[C:32]1(=O)[CH2:36][CH2:35][CH2:34][CH2:33]1.CO. (5) Given the product [CH3:1][O:2][C:3](=[O:26])[CH2:4][C@H:5]1[C:9]2[CH:10]=[CH:11][C:12]([O:14][C@H:15]3[C:23]4[C:18](=[C:19]([O:25][C:32]5[CH:31]=[N:30][C:29]([O:28][CH3:27])=[N:34][CH:33]=5)[CH:20]=[CH:21][C:22]=4[F:24])[CH2:17][CH2:16]3)=[CH:13][C:8]=2[O:7][CH2:6]1, predict the reactants needed to synthesize it. The reactants are: [CH3:1][O:2][C:3](=[O:26])[CH2:4][C@H:5]1[C:9]2[CH:10]=[CH:11][C:12]([O:14][C@H:15]3[C:23]4[C:18](=[C:19]([OH:25])[CH:20]=[CH:21][C:22]=4[F:24])[CH2:17][CH2:16]3)=[CH:13][C:8]=2[O:7][CH2:6]1.[CH3:27][O:28][C:29]1[N:34]=[CH:33][C:32](B(O)O)=[CH:31][N:30]=1. (6) Given the product [C:1]([O:5][C:6]([N:8]1[CH2:13][CH2:12][N:11]([CH:15]([CH2:16][CH3:17])[CH3:14])[CH2:10][CH2:9]1)=[O:7])([CH3:4])([CH3:2])[CH3:3], predict the reactants needed to synthesize it. The reactants are: [C:1]([O:5][C:6]([N:8]1[CH2:13][CH2:12][NH:11][CH2:10][CH2:9]1)=[O:7])([CH3:4])([CH3:3])[CH3:2].[CH3:14][CH2:15][C:16](=O)[CH2:17]C.C(O)(=O)C.C(O[BH-](OC(=O)C)OC(=O)C)(=O)C.[Na+]. (7) Given the product [Br:1][C:2]1[CH:3]=[C:4]([N:8]2[C:12]3=[N:13][CH:14]=[CH:15][CH:16]=[C:11]3[C:10]([C:17]([NH2:18])=[O:20])=[CH:9]2)[CH:5]=[CH:6][CH:7]=1, predict the reactants needed to synthesize it. The reactants are: [Br:1][C:2]1[CH:3]=[C:4]([N:8]2[C:12]3=[N:13][CH:14]=[CH:15][CH:16]=[C:11]3[C:10]([C:17]#[N:18])=[CH:9]2)[CH:5]=[CH:6][CH:7]=1.C[OH:20].